Dataset: Forward reaction prediction with 1.9M reactions from USPTO patents (1976-2016). Task: Predict the product of the given reaction. (1) Given the reactants [F:1][C:2]([F:15])([F:14])[C:3]1[CH:4]=[C:5]([CH2:9][CH2:10][C:11](O)=[O:12])[CH:6]=[CH:7][CH:8]=1.B.CO.O, predict the reaction product. The product is: [F:1][C:2]([F:14])([F:15])[C:3]1[CH:4]=[C:5]([CH2:9][CH2:10][CH2:11][OH:12])[CH:6]=[CH:7][CH:8]=1. (2) The product is: [CH3:1][S:2]([O:5][CH2:6][C@H:7]1[O:9][CH2:8]1)(=[O:4])=[O:3]. Given the reactants [CH3:1][S:2]([O:5][CH2:6][C@@H:7]1[O:9][CH2:8]1)(=[O:4])=[O:3].C1O[C@H]1CO, predict the reaction product. (3) The product is: [CH3:1][O:2][C:3](=[O:11])[CH:4]([NH:10][C:27]([N:21]1[CH2:26][CH2:25][O:24][CH2:23][CH2:22]1)=[O:28])[CH2:5][C:6]([CH3:7])([CH3:8])[CH3:9]. Given the reactants [CH3:1][O:2][C:3](=[O:11])[CH:4]([NH2:10])[CH2:5][C:6]([CH3:9])([CH3:8])[CH3:7].CCN(C(C)C)C(C)C.[N:21]1([C:27](Cl)=[O:28])[CH2:26][CH2:25][O:24][CH2:23][CH2:22]1, predict the reaction product. (4) Given the reactants Br[C:2]1[CH:7]=[CH:6][C:5]([C@H:8]2[CH2:11][C@H:10]([OH:12])[CH2:9]2)=[CH:4][CH:3]=1.[Cl:13][C:14]1[CH:22]=[C:21]2[C:17]([C:18]([C:23]([O:25][CH3:26])=[O:24])=[CH:19][NH:20]2)=[CH:16][C:15]=1B1OCC(C)(C)CO1.C(=O)([O-])[O-].[K+].[K+], predict the reaction product. The product is: [Cl:13][C:14]1[CH:22]=[C:21]2[C:17]([C:18]([C:23]([O:25][CH3:26])=[O:24])=[CH:19][NH:20]2)=[CH:16][C:15]=1[C:2]1[CH:7]=[CH:6][C:5]([C@H:8]2[CH2:11][C@H:10]([OH:12])[CH2:9]2)=[CH:4][CH:3]=1. (5) Given the reactants [Cl:1][C:2]1[CH:23]=[C:22]([Cl:24])[CH:21]=[CH:20][C:3]=1[CH2:4][N:5]1[C:9](/[CH:10]=[CH:11]/[C:12]([O:14]CC)=[O:13])=[CH:8][C:7]([CH:17]([CH3:19])[CH3:18])=[N:6]1.[OH-].[Na+].O1CCCC1, predict the reaction product. The product is: [Cl:1][C:2]1[CH:23]=[C:22]([Cl:24])[CH:21]=[CH:20][C:3]=1[CH2:4][N:5]1[C:9](/[CH:10]=[CH:11]/[C:12]([OH:14])=[O:13])=[CH:8][C:7]([CH:17]([CH3:19])[CH3:18])=[N:6]1.